The task is: Predict the product of the given reaction.. This data is from Forward reaction prediction with 1.9M reactions from USPTO patents (1976-2016). (1) Given the reactants C([O:3][C:4]([C:6]1[N:7]([CH2:25][C:26]2[CH:31]=[CH:30][CH:29]=[C:28]([Cl:32])[CH:27]=2)[C:8]2[C:13]([CH:14]=1)=[CH:12][C:11]([C:15]1[CH:20]=[CH:19][C:18]([O:21][CH:22]([CH3:24])[CH3:23])=[CH:17][CH:16]=1)=[CH:10][CH:9]=2)=[O:5])C.[F:33][C:34]1[CH:39]=[CH:38][C:37]([CH2:40][CH2:41][NH2:42])=[CH:36][CH:35]=1.[Cl:43][CH2:44][CH2:45][CH2:46][C:47](Cl)=[O:48], predict the reaction product. The product is: [Cl:32][C:28]1[CH:27]=[C:26]([CH:31]=[CH:30][CH:29]=1)[CH2:25][N:7]1[C:8]2[C:13](=[CH:12][C:11]([C:15]3[CH:16]=[CH:17][C:18]([O:21][CH:22]([CH3:23])[CH3:24])=[CH:19][CH:20]=3)=[CH:10][CH:9]=2)[C:14]([N:42]([C:47](=[O:48])[CH2:46][CH2:45][CH2:44][Cl:43])[CH2:41][CH2:40][C:37]2[CH:38]=[CH:39][C:34]([F:33])=[CH:35][CH:36]=2)=[C:6]1[C:4]([OH:3])=[O:5]. (2) Given the reactants [NH2:1][CH2:2][CH2:3][C:4]1[C:12]2[C:7](=[CH:8][CH:9]=[CH:10][CH:11]=2)[NH:6][CH:5]=1.C([N:20]1[CH2:24][CH2:23][C:22](=O)[CH2:21]1)(OC(C)(C)C)=O.Cl.O1CCOCC1, predict the reaction product. The product is: [NH:20]1[CH2:24][CH2:23][C:22]2([C:5]3[NH:6][C:7]4[C:12](=[CH:11][CH:10]=[CH:9][CH:8]=4)[C:4]=3[CH2:3][CH2:2][NH:1]2)[CH2:21]1. (3) Given the reactants [NH2:1][C:2]1[C:3]([F:24])=[C:4]([C:8]2[N:9]=[C:10]([C:20]([CH3:23])([CH3:22])[CH3:21])[S:11][C:12]=2[C:13]2[CH:18]=[CH:17][N:16]=[C:15]([NH2:19])[N:14]=2)[CH:5]=[CH:6][CH:7]=1.[F:25][C:26]1[CH:27]=[C:28]([S:32](Cl)(=[O:34])=[O:33])[CH:29]=[CH:30][CH:31]=1, predict the reaction product. The product is: [NH2:19][C:15]1[N:14]=[C:13]([C:12]2[S:11][C:10]([C:20]([CH3:21])([CH3:23])[CH3:22])=[N:9][C:8]=2[C:4]2[C:3]([F:24])=[C:2]([NH:1][S:32]([C:28]3[CH:29]=[CH:30][CH:31]=[C:26]([F:25])[CH:27]=3)(=[O:34])=[O:33])[CH:7]=[CH:6][CH:5]=2)[CH:18]=[CH:17][N:16]=1. (4) The product is: [F:1][C:2]1[CH:7]=[CH:6][CH:5]=[CH:4][C:3]=1[C:8]12[CH2:9][O:10][CH:11]([CH2:12][O:13][C:14]([C:27]3[CH:32]=[CH:31][CH:30]=[CH:29][CH:28]=3)([C:21]3[CH:26]=[CH:25][CH:24]=[CH:23][CH:22]=3)[C:15]3[CH:20]=[CH:19][CH:18]=[CH:17][CH:16]=3)[CH:33]1[CH2:34][O:43][NH:42]2. Given the reactants [F:1][C:2]1[CH:7]=[CH:6][CH:5]=[CH:4][C:3]=1[C:8](=O)[CH2:9][O:10][CH:11]([CH:33]=[CH2:34])[CH2:12][O:13][C:14]([C:27]1[CH:32]=[CH:31][CH:30]=[CH:29][CH:28]=1)([C:21]1[CH:26]=[CH:25][CH:24]=[CH:23][CH:22]=1)[C:15]1[CH:20]=[CH:19][CH:18]=[CH:17][CH:16]=1.C([O-])(=O)C.[Na+].Cl.[NH2:42][OH:43], predict the reaction product. (5) Given the reactants [OH:1][C:2]1[C:11]([C:12](=[O:25])/[CH:13]=[CH:14]/[C:15]2[CH:20]=[CH:19][C:18]([O:21]COC)=[CH:17][CH:16]=2)=[C:10]([O:26][CH3:27])[CH:9]=[C:8]2[C:3]=1[CH:4]=[CH:5][C:6]([CH3:34])([CH2:28][CH2:29][CH:30]=[C:31]([CH3:33])[CH3:32])[O:7]2, predict the reaction product. The product is: [OH:1][C:2]1[C:11]([C:12](=[O:25])/[CH:13]=[CH:14]/[C:15]2[CH:20]=[CH:19][C:18]([OH:21])=[CH:17][CH:16]=2)=[C:10]([O:26][CH3:27])[CH:9]=[C:8]2[C:3]=1[CH:4]=[CH:5][C:6]([CH3:34])([CH2:28][CH2:29][CH:30]=[C:31]([CH3:33])[CH3:32])[O:7]2. (6) Given the reactants [O:1]=[C:2]1[CH2:6][C:5]2([CH2:11][CH2:10][CH:9]([C:12]([O:14]CC)=[O:13])[CH2:8][CH2:7]2)[CH2:4][N:3]1[C:17]1[CH:22]=[CH:21][CH:20]=[CH:19][CH:18]=1.[OH-].[Na+], predict the reaction product. The product is: [O:1]=[C:2]1[CH2:6][C:5]2([CH2:7][CH2:8][CH:9]([C:12]([OH:14])=[O:13])[CH2:10][CH2:11]2)[CH2:4][N:3]1[C:17]1[CH:18]=[CH:19][CH:20]=[CH:21][CH:22]=1. (7) Given the reactants [CH3:1][CH2:2][CH2:3][CH2:4][C:5]([N:7]([C@H:26]([C:30]([OH:32])=[O:31])[CH:27]([CH3:29])[CH3:28])[CH2:8][C:9]1[CH:10]=[CH:11][C:12]([C:15]2[CH:16]=[CH:17][CH:18]=[CH:19][C:20]=2[C:21]2[NH:22][N:23]=[N:24][N:25]=2)=[CH:13][CH:14]=1)=[O:6].[Ba].Cl, predict the reaction product. The product is: [C:30]([C@@H:26]([N:7]([C:5](=[O:6])[CH2:4][CH2:3][CH2:2][CH3:1])[CH2:8][C:9]1[CH:10]=[CH:11][C:12]([C:15]2[CH:16]=[CH:17][CH:18]=[CH:19][C:20]=2[C:21]2[NH:22][N:23]=[N:24][N:25]=2)=[CH:13][CH:14]=1)[CH:27]([CH3:28])[CH3:29])([OH:32])=[O:31]. (8) Given the reactants C([C@H]1C2=NC=C(C(OC)=O)C=C2CN1)(C)C.[CH:17]([C@H:20]1[C:24]2=[N:25][CH:26]=[C:27]([C:29](=[O:42])[NH:30][CH2:31][C:32]3[CH:37]=[CH:36][C:35]([C:38]([O:40][CH3:41])=[O:39])=[CH:34][CH:33]=3)[CH:28]=[C:23]2[CH2:22][N:21]1C(OC(C)(C)C)=O)([CH3:19])[CH3:18], predict the reaction product. The product is: [CH:17]([C@H:20]1[C:24]2=[N:25][CH:26]=[C:27]([C:29]([NH:30][CH2:31][C:32]3[CH:33]=[CH:34][C:35]([C:38]([O:40][CH3:41])=[O:39])=[CH:36][CH:37]=3)=[O:42])[CH:28]=[C:23]2[CH2:22][NH:21]1)([CH3:19])[CH3:18]. (9) The product is: [Cl-:1].[Cl-:1].[Cl-:1].[Cl-:1].[CH2:2]([N+:4]1[CH:8]=[CH:7][N:6]([CH3:9])[CH:5]=1)[CH3:3].[CH2:2]([N+:4]1[CH:8]=[CH:7][N:6]([CH3:9])[CH:5]=1)[CH3:3].[CH2:2]([N+:4]1[CH:8]=[CH:7][N:6]([CH3:9])[CH:5]=1)[CH3:3].[CH2:2]([N+:4]1[CH:8]=[CH:7][N:6]([CH3:9])[CH:5]=1)[CH3:3]. Given the reactants [Cl-:1].[CH2:2]([N+:4]1[CH:8]=[CH:7][N:6]([CH3:9])[CH:5]=1)[CH3:3].[Cl-].[Cl-].[Cl-].[Al+3].[NH+]1C=CNC=1, predict the reaction product. (10) Given the reactants [OH:1][CH2:2][CH:3]1[CH2:12][C:11]2[C:6]3=[C:7]([CH:13]=[CH:14][N:5]3[CH2:4]1)[CH:8]=[CH:9][CH:10]=2.[Si:15](Cl)([C:18]([CH3:21])([CH3:20])[CH3:19])([CH3:17])[CH3:16].C(N(CC)CC)C.CN(C1C=CC=CN=1)C, predict the reaction product. The product is: [Si:15]([O:1][CH2:2][CH:3]1[CH2:12][C:11]2[C:6]3=[C:7]([CH:13]=[CH:14][N:5]3[CH2:4]1)[CH:8]=[CH:9][CH:10]=2)([C:18]([CH3:21])([CH3:20])[CH3:19])([CH3:17])[CH3:16].